From a dataset of Forward reaction prediction with 1.9M reactions from USPTO patents (1976-2016). Predict the product of the given reaction. (1) The product is: [CH3:1][O:2][CH2:3][CH2:4][N:5]([CH3:18])[S:6]([C:9]1[CH:14]=[CH:13][C:12]([NH2:15])=[CH:11][CH:10]=1)(=[O:8])=[O:7]. Given the reactants [CH3:1][O:2][CH2:3][CH2:4][N:5]([CH3:18])[S:6]([C:9]1[CH:14]=[CH:13][C:12]([N+:15]([O-])=O)=[CH:11][CH:10]=1)(=[O:8])=[O:7], predict the reaction product. (2) Given the reactants [NH2:1][C:2]1[C:3]([F:12])=[CH:4][C:5]([F:11])=[C:6]([B:8]([OH:10])[OH:9])[CH:7]=1.[F:13][C:14]([F:25])([F:24])[C:15]1[CH:20]=[CH:19][C:18]([N:21]=[C:22]=[O:23])=[CH:17][CH:16]=1, predict the reaction product. The product is: [F:11][C:5]1[CH:4]=[C:3]([F:12])[C:2]([NH:1][C:22]([NH:21][C:18]2[CH:17]=[CH:16][C:15]([C:14]([F:13])([F:24])[F:25])=[CH:20][CH:19]=2)=[O:23])=[CH:7][C:6]=1[B:8]([OH:10])[OH:9]. (3) Given the reactants C[O:2][C:3]([C:5]1[CH:6]=[N:7][C:8]([NH:11][C:12]([C:14]2[CH:19]=[C:18]([O:20][C@@H:21]([CH3:25])[CH2:22][O:23][CH3:24])[CH:17]=[C:16]([O:26][C:27]3[CH:35]=[CH:34][C:30]4[O:31][CH2:32][O:33][C:29]=4[CH:28]=3)[CH:15]=2)=[O:13])=[CH:9][CH:10]=1)=[O:4].[OH-].[Na+], predict the reaction product. The product is: [O:31]1[C:30]2[CH:34]=[CH:35][C:27]([O:26][C:16]3[CH:15]=[C:14]([C:12]([NH:11][C:8]4[N:7]=[CH:6][C:5]([C:3]([OH:4])=[O:2])=[CH:10][CH:9]=4)=[O:13])[CH:19]=[C:18]([O:20][C@@H:21]([CH3:25])[CH2:22][O:23][CH3:24])[CH:17]=3)=[CH:28][C:29]=2[O:33][CH2:32]1. (4) Given the reactants Br[C:2]1[CH:3]=[CH:4][C:5]([F:8])=[N:6][CH:7]=1.[Br-].[S:10]1[CH:14]=[CH:13][N:12]=[C:11]1[Zn+].C1COCC1, predict the reaction product. The product is: [F:8][C:5]1[N:6]=[CH:7][C:2]([C:11]2[S:10][CH:14]=[CH:13][N:12]=2)=[CH:3][CH:4]=1. (5) Given the reactants O1[C:5]2([CH2:10][CH2:9][CH:8]([N:11]3[CH2:15][CH2:14][CH2:13][C:12]3=[O:16])[CH2:7][CH2:6]2)[O:4]CC1.[OH-].[Na+], predict the reaction product. The product is: [O:4]=[C:5]1[CH2:6][CH2:7][CH:8]([N:11]2[CH2:15][CH2:14][CH2:13][C:12]2=[O:16])[CH2:9][CH2:10]1. (6) Given the reactants Cl[C:2]1[C:7]([C:8]#[N:9])=[C:6]([N:10]2[CH2:15][CH2:14][CH2:13][CH2:12][CH2:11]2)[C:5]([C:16]#[N:17])=[C:4]([S:18][CH2:19][C:20]2[N:21]=[C:22]([C:25]3[CH:30]=[CH:29][C:28]([Cl:31])=[CH:27][CH:26]=3)[S:23][CH:24]=2)[N:3]=1.CC(C)([O-:35])C.[K+].C(OC)(=O)CO, predict the reaction product. The product is: [Cl:31][C:28]1[CH:29]=[CH:30][C:25]([C:22]2[S:23][CH:24]=[C:20]([CH2:19][S:18][C:4]3[C:5]([C:16]#[N:17])=[C:6]([N:10]4[CH2:15][CH2:14][CH2:13][CH2:12][CH2:11]4)[C:7]([C:8]#[N:9])=[C:2]([OH:35])[N:3]=3)[N:21]=2)=[CH:26][CH:27]=1.